From a dataset of Experimentally validated miRNA-target interactions with 360,000+ pairs, plus equal number of negative samples. Binary Classification. Given a miRNA mature sequence and a target amino acid sequence, predict their likelihood of interaction. (1) The miRNA is hsa-miR-6810-5p with sequence AUGGGGACAGGGAUCAGCAUGGC. The protein sequence of the target gene is MEVKGQLISSPTFNAPAALFGEAAPQVKSERLRGLLDRQRTLQEALSLKLQELRKVCLQEAELTGQLPPECPLEPGERPQLVRRRPPTARAYPPPHPNQAHHSLCPAEELALEALEREVSVQQQIAAAARRLALAPDLSTEQRRRRRQVQADALRRLHELEEQLRDVRARLGLPVLPLPQPLPLSTGSVITTQGVCLGMRLAQLSQEDVVLHSESSSLSESGASHDNEEPHGCFSLAERPSPPKAWDQLRAVSGGSPERRTPWKPPPSDLYGDLKSRRNSVASPTSPTRSLPRSASSFEG.... Result: 0 (no interaction). (2) The miRNA is hsa-miR-2355-5p with sequence AUCCCCAGAUACAAUGGACAA. The protein sequence of the target gene is MFGKKKKRVEISAPSNFEHRVHTGFDQHEQKFTGLPRQWQSLIEESARRPKPLIDPACITSIQPGAPKTIVRGSKGAKDGALTLLLDEFENMSVTRSNSLRRESPPPPARAHQENGMLEERAAPARMAPDKAGSRARATGHSEAGSGSGDRRRVGPEKRPKSSRDGPGGPQEASRDKRPLSGPDVSTPQPGSLTSGTKLAAGRPFNTYPRADTDHPPRGAQGEPHTMAPNGPSATGLAAPQSSSSSRPPTRARGAPSPGVLGPHASEPQLAPPARALAAPAVPPAPGPPGPRSPQREPQR.... Result: 0 (no interaction). (3) The miRNA is hsa-miR-6836-5p with sequence CGCAGGGCCCUGGCGCAGGCAU. The protein sequence of the target gene is MRLSSLLALLRPALPLILGLSLGCSLSLLRVSWIQGEGEDPCVEAVGERGGPQNPDSRARLDQSDEDFKPRIVPYYRDPNKPYKKVLRTRYIQTELGSRERLLVAVLTSRATLSTLAVAVNRTVAHHFPRLLYFTGQRGARAPAGMQVVSHGDERPAWLMSETLRHLHTHFGADYDWFFIMQDDTYVQAPRLAALAGHLSINQDLYLGRAEEFIGAGEQARYCHGGFGYLLSRSLLLRLRPHLDGCRGDILSARPDEWLGRCLIDSLGVGCVSQHQGQQYRSFELAKNRDPEKEGSSAFL.... Result: 0 (no interaction). (4) The miRNA is hsa-miR-548b-5p with sequence AAAAGUAAUUGUGGUUUUGGCC. The protein sequence of the target gene is MERSPGEGPSPSPMDQPSAPSDPTDQPPAAHAKPDPGSGGQPAGPGAAGEALAVLTSFGRRLLVLIPVYLAGAVGLSVGFVLFGLALYLGWRRVRDEKERSLRAARQLLDDEEQLTAKTLYMSHRELPAWVSFPDVEKAEWLNKIVAQVWPFLGQYMEKLLAETVAPAVRGSNPHLQTFTFTRVELGEKPLRIIGVKVHPGQRKEQILLDLNISYVGDVQIDVEVKKYFCKAGVKGMQLHGVLRVILEPLIGDLPFVGAVSMFFIRRPTLDINWTGMTNLLDIPGLSSLSDTMIMDSIAA.... Result: 1 (interaction). (5) The miRNA is hsa-miR-6811-3p with sequence AGCCUGUGCUUGUCCCUGCAG. The protein sequence of the target gene is MERREEQPGAAGAGAAPALDFTVENVEKALHQLYYDPNIENKNLAQKWLMQAQVSPQAWHFSWQLLQPDKVPEIQYFGASALHIKISRYWSDIPTDQYESLKAQLFTQITRFASGSKIVLTRLCVALASLALSMMPDAWPCAVADMVRLFQAEDSPVDGQGRCLALLELLTVLPEEFQTSRLPQYRKGLVRTSLAVECGAVFPLLEQLLQQPSSPSCVRQKVLKCFSSWVQLEVPLQDCEALIQAAFAALQDSELFDSSVEAIVNAISQPDAQRYVNTLLKLIPLVLGLQEQLRQAVQNG.... Result: 0 (no interaction).